From a dataset of Catalyst prediction with 721,799 reactions and 888 catalyst types from USPTO. Predict which catalyst facilitates the given reaction. (1) Reactant: [CH2:1]([O:3][C:4](=[O:9])[C:5](Cl)=[N:6][OH:7])[CH3:2].[F:10][C:11]([F:21])([F:20])[C:12]1[CH:19]=[CH:18][C:15]([CH:16]=[CH2:17])=[CH:14][CH:13]=1.C(N(CC)CC)C. Product: [F:10][C:11]([F:20])([F:21])[C:12]1[CH:13]=[CH:14][C:15]([CH:16]2[O:7][N:6]=[C:5]([C:4]([O:3][CH2:1][CH3:2])=[O:9])[CH2:17]2)=[CH:18][CH:19]=1. The catalyst class is: 7. (2) Reactant: [N:1]1([CH2:7][CH2:8][NH:9][C:10]([C:12]2[NH:13][C:14]([C:27]3[CH:32]=[CH:31][N:30]=[CH:29][CH:28]=3)=[C:15]([C:17]3[CH:18]=[C:19]4[C:23](=[CH:24][CH:25]=3)[C:22](=O)[CH2:21][CH2:20]4)[N:16]=2)=[O:11])[CH2:6][CH2:5][O:4][CH2:3][CH2:2]1.[NH2:33][OH:34]. Product: [N:1]1([CH2:7][CH2:8][NH:9][C:10]([C:12]2[NH:13][C:14]([C:27]3[CH:32]=[CH:31][N:30]=[CH:29][CH:28]=3)=[C:15]([C:17]3[CH:18]=[C:19]4[C:23](=[CH:24][CH:25]=3)[C:22](=[N:33][OH:34])[CH2:21][CH2:20]4)[N:16]=2)=[O:11])[CH2:6][CH2:5][O:4][CH2:3][CH2:2]1. The catalyst class is: 8. (3) The catalyst class is: 16. Reactant: [Cl:1][C:2]1[C:7]([S:8]([NH2:11])(=[O:10])=[O:9])=[C:6]([OH:12])[C:5]([NH:13][C:14]2[C:17](=[O:18])[C:16](=[O:19])[C:15]=2Cl)=[CH:4][CH:3]=1.[Cl:21][C:22]1[CH:28]=[CH:27][CH:26]=[CH:25][C:23]=1[NH2:24]. Product: [Cl:21][C:22]1[CH:28]=[CH:27][CH:26]=[CH:25][C:23]=1[NH:24][C:15]1[C:16](=[O:19])[C:17](=[O:18])[C:14]=1[NH:13][C:5]1[C:6]([OH:12])=[C:7]([S:8]([NH2:11])(=[O:10])=[O:9])[C:2]([Cl:1])=[CH:3][CH:4]=1. (4) Reactant: [C:1]([C:3]1[CH:11]=[CH:10][C:9]2[NH:8][C:7]3[CH2:12][CH:13]([NH:15][C:16](=[O:20])[CH:17]([CH3:19])[CH3:18])[CH2:14][C:6]=3[C:5]=2[CH:4]=1)#[N:2].[F:21][C:22]1[N:27]=[C:26]([CH2:28]Br)[CH:25]=[CH:24][CH:23]=1.C([O-])([O-])=O.[Cs+].[Cs+]. Product: [C:1]([C:3]1[CH:11]=[CH:10][C:9]2[N:8]([CH2:28][C:26]3[CH:25]=[CH:24][CH:23]=[C:22]([F:21])[N:27]=3)[C:7]3[CH2:12][CH:13]([NH:15][C:16](=[O:20])[CH:17]([CH3:18])[CH3:19])[CH2:14][C:6]=3[C:5]=2[CH:4]=1)#[N:2]. The catalyst class is: 31. (5) Reactant: [C:1]([O-:4])(O)=[O:2].[Na+].Cl.Cl.[Cl:8][CH2:9][CH2:10][N:11]([CH2:19][CH2:20][Cl:21])[C:12]1[CH:17]=[CH:16][C:15]([NH2:18])=[CH:14][CH:13]=1. Product: [Cl:8][CH2:9][CH2:10][N:11]([CH2:19][CH2:20][Cl:21])[C:12]1[CH:17]=[CH:16][C:15]([N:18]=[C:1]=[O:4])=[CH:14][CH:13]=1.[N-:11]=[C:19]=[O:2]. The catalyst class is: 11.